This data is from Forward reaction prediction with 1.9M reactions from USPTO patents (1976-2016). The task is: Predict the product of the given reaction. (1) Given the reactants [C:1]([C:9]1[CH:17]=[CH:16][C:12]([C:13]([OH:15])=O)=[CH:11][CH:10]=1)(=[O:8])[C:2]1[CH:7]=[CH:6][CH:5]=[CH:4][CH:3]=1.[CH2:18](N(CC)CC)C.Cl.CN(C)[CH2:28][CH2:29][CH2:30][N:31]=C=NCC.[CH2:37]1[CH2:41]OC[CH2:38]1, predict the reaction product. The product is: [CH3:18][C:37]1([CH3:38])[CH2:28][CH2:29][CH:30]([NH:31][C:13](=[O:15])[C:12]2[CH:11]=[CH:10][C:9]([C:1](=[O:8])[C:2]3[CH:3]=[CH:4][CH:5]=[CH:6][CH:7]=3)=[CH:17][CH:16]=2)[CH2:41]1. (2) The product is: [CH2:35]([NH:37][C:38]([NH:40][C:41]1[CH:42]=[CH:43][C:44]([C:47]2[N:48]=[C:49]([N:57]3[CH2:58][CH2:59][O:60][CH2:61][CH2:62]3)[C:50]3[CH2:56][CH2:55][N:54]([C:8]([C:5]4[CH:4]=[N:3][C:2]([CH3:1])=[CH:7][N:6]=4)=[O:10])[CH2:53][C:51]=3[N:52]=2)=[CH:45][CH:46]=1)=[O:39])[CH3:36]. Given the reactants [CH3:1][C:2]1[N:3]=[CH:4][C:5]([C:8]([OH:10])=O)=[N:6][CH:7]=1.CN(C)C=O.ON1C2C=CC=CC=2N=N1.C(N(CC)C(C)C)(C)C.[CH2:35]([NH:37][C:38]([NH:40][C:41]1[CH:46]=[CH:45][C:44]([C:47]2[N:48]=[C:49]([N:57]3[CH2:62][CH2:61][O:60][CH2:59][CH2:58]3)[C:50]3[CH2:56][CH2:55][NH:54][CH2:53][C:51]=3[N:52]=2)=[CH:43][CH:42]=1)=[O:39])[CH3:36], predict the reaction product.